This data is from Catalyst prediction with 721,799 reactions and 888 catalyst types from USPTO. The task is: Predict which catalyst facilitates the given reaction. (1) Reactant: [N:1]([CH2:4][CH:5]1[CH2:10][CH2:9][N:8]([C:11]([O:13][C:14]([CH3:17])([CH3:16])[CH3:15])=[O:12])[CH2:7][CH2:6]1)=[N+]=[N-].C1(P(C2C=CC=CC=2)C2C=CC=CC=2)C=CC=CC=1.O. Product: [NH2:1][CH2:4][CH:5]1[CH2:10][CH2:9][N:8]([C:11]([O:13][C:14]([CH3:17])([CH3:16])[CH3:15])=[O:12])[CH2:7][CH2:6]1. The catalyst class is: 7. (2) Reactant: [Cl:1][C:2]1[CH:3]=[C:4]([CH2:13][C@@H:14]([CH2:19][C:20]([O:22][CH3:23])=[O:21])[C:15]([O:17][CH3:18])=[O:16])[C:5]([CH2:11]O)=[C:6]2[C:10]=1[NH:9][N:8]=[CH:7]2.S(Cl)([Cl:26])=O. Product: [Cl:1][C:2]1[CH:3]=[C:4]([CH2:13][C@@H:14]([CH2:19][C:20]([O:22][CH3:23])=[O:21])[C:15]([O:17][CH3:18])=[O:16])[C:5]([CH2:11][Cl:26])=[C:6]2[C:10]=1[NH:9][N:8]=[CH:7]2. The catalyst class is: 4. (3) Reactant: [N+:1]([C:4]1[CH:5]=[CH:6][C:7]2[CH2:13][CH2:12][C:11](=[O:14])[CH2:10][CH2:9][C:8]=2[CH:15]=1)([O-])=O.[H][H]. Product: [NH2:1][C:4]1[CH:5]=[CH:6][C:7]2[CH2:13][CH2:12][C:11](=[O:14])[CH2:10][CH2:9][C:8]=2[CH:15]=1. The catalyst class is: 19. (4) Reactant: [CH2:1]([O:8][C:9]([N:11]1[CH2:16][CH2:15][CH:14]([C:17]([OH:19])=O)[CH2:13][CH:12]1[C:20]1[N:24]([CH3:25])[N:23]=[N:22][N:21]=1)=[O:10])[C:2]1[CH:7]=[CH:6][CH:5]=[CH:4][CH:3]=1.N1(C(N2C=CN=C2)=O)C=CN=C1.[CH2:38]([O:40][C:41](=[O:46])[CH2:42]C([O-])=O)[CH3:39].[K+].[Cl-].[Mg+2].[Cl-]. Product: [CH2:38]([O:40][C:41](=[O:46])[CH2:42][C:17]([C@H:14]1[CH2:15][CH2:16][N:11]([C:9]([O:8][CH2:1][C:2]2[CH:7]=[CH:6][CH:5]=[CH:4][CH:3]=2)=[O:10])[C@@H:12]([C:20]2[N:24]([CH3:25])[N:23]=[N:22][N:21]=2)[CH2:13]1)=[O:19])[CH3:39]. The catalyst class is: 1. (5) Reactant: [CH2:1]([O:8][C:9]1[CH:14]=[CH:13][C:12]([OH:15])=[CH:11][CH:10]=1)[C:2]1[CH:7]=[CH:6][CH:5]=[CH:4][CH:3]=1.[H-].[Na+].[C:18]([O:22][C:23]([N:25]1[CH2:29][CH2:28][CH2:27][C@@H:26]1[CH2:30]OS(C1C=CC(C)=CC=1)(=O)=O)=[O:24])([CH3:21])([CH3:20])[CH3:19]. Product: [C:18]([O:22][C:23]([N:25]1[CH2:29][CH2:28][CH2:27][C@@H:26]1[CH2:30][O:15][C:12]1[CH:11]=[CH:10][C:9]([O:8][CH2:1][C:2]2[CH:3]=[CH:4][CH:5]=[CH:6][CH:7]=2)=[CH:14][CH:13]=1)=[O:24])([CH3:21])([CH3:19])[CH3:20]. The catalyst class is: 3.